This data is from Full USPTO retrosynthesis dataset with 1.9M reactions from patents (1976-2016). The task is: Predict the reactants needed to synthesize the given product. Given the product [CH:1]1([C:4]2[CH:5]=[C:6]([O:12][CH3:13])[C:7]([B:27]([OH:30])[OH:28])=[C:8]([O:10][CH3:11])[CH:9]=2)[CH2:3][CH2:2]1, predict the reactants needed to synthesize it. The reactants are: [CH:1]1([C:4]2[CH:9]=[C:8]([O:10][CH3:11])[CH:7]=[C:6]([O:12][CH3:13])[CH:5]=2)[CH2:3][CH2:2]1.CN(CCN(C)C)C.C([Li])CCC.[B:27](OC)([O:30]C)[O:28]C.[Cl-].[NH4+].